From a dataset of Reaction yield outcomes from USPTO patents with 853,638 reactions. Predict the reaction yield, written as a fraction of the theoretical maximum amount of product (1.0 means a 100% yield; for example, 0.34 means a 34% yield). (1) The reactants are C([Li])CCC.CC1(C)CCCC(C)(C)N1.[F:16][C:17]1[CH:22]=[CH:21][CH:20]=[CH:19][C:18]=1[C:23]1[CH:28]=[CH:27][N:26]=[CH:25][CH:24]=1.[B:29](OC)([O:32]C)[O:30]C.Cl. The catalyst is O1CCCC1. The product is [F:16][C:17]1[C:18]([C:23]2[CH:24]=[CH:25][N:26]=[CH:27][CH:28]=2)=[CH:19][CH:20]=[CH:21][C:22]=1[B:29]([OH:32])[OH:30]. The yield is 0.660. (2) The reactants are C(OC([NH:8][CH2:9][C:10]1[CH:15]=[CH:14][C:13]([CH2:16][C:17](=[O:22])[NH:18][CH:19]([CH3:21])[CH3:20])=[CH:12][CH:11]=1)=O)(C)(C)C.Cl.O1CCOCC1. The catalyst is C(Cl)Cl. The product is [CH:19]([NH:18][C:17]([CH2:16][C:13]1[CH:12]=[CH:11][C:10]([CH2:9][NH2:8])=[CH:15][CH:14]=1)=[O:22])([CH3:21])[CH3:20]. The yield is 0.980. (3) The reactants are [C:1]1([S:7]([NH:10][C:11]2[CH:12]=[C:13]([C:17]3[CH:18]=[CH:19][C:20]4[N:21]=[CH:22][N:23]=[C:24]([O:27][CH:28]5[CH2:33][CH2:32][N:31](C(OC(C)(C)C)=O)[CH2:30][CH2:29]5)[C:25]=4[N:26]=3)[CH:14]=[N:15][CH:16]=2)(=[O:9])=[O:8])[CH:6]=[CH:5][CH:4]=[CH:3][CH:2]=1.C(O)(C(F)(F)F)=O. The catalyst is C(Cl)Cl. The product is [NH:31]1[CH2:32][CH2:33][CH:28]([O:27][C:24]2[C:25]3[N:26]=[C:17]([C:13]4[CH:12]=[C:11]([NH:10][S:7]([C:1]5[CH:6]=[CH:5][CH:4]=[CH:3][CH:2]=5)(=[O:8])=[O:9])[CH:16]=[N:15][CH:14]=4)[CH:18]=[CH:19][C:20]=3[N:21]=[CH:22][N:23]=2)[CH2:29][CH2:30]1. The yield is 1.00. (4) The reactants are [Cl:1][C:2]1[CH:3]=[CH:4][C:5]2[NH:6][CH2:7][N:8]3[C:16]4[CH:15]=[CH:14][CH:13]=[C:12]([F:17])[C:11]=4[CH:10]=[C:9]3[C:18]=2[N:19]=1.[CH3:20]C(C)([O-])C.[K+].CI. The catalyst is C1COCC1. The product is [Cl:1][C:2]1[CH:3]=[CH:4][C:5]2[N:6]([CH3:20])[CH2:7][N:8]3[C:16]4[CH:15]=[CH:14][CH:13]=[C:12]([F:17])[C:11]=4[CH:10]=[C:9]3[C:18]=2[N:19]=1. The yield is 0.950.